This data is from Peptide-MHC class I binding affinity with 185,985 pairs from IEDB/IMGT. The task is: Regression. Given a peptide amino acid sequence and an MHC pseudo amino acid sequence, predict their binding affinity value. This is MHC class I binding data. (1) The peptide sequence is QENPYRTWAY. The MHC is HLA-B40:01 with pseudo-sequence HLA-B40:01. The binding affinity (normalized) is 0.318. (2) The peptide sequence is QAKWRLQTL. The MHC is HLA-A11:01 with pseudo-sequence HLA-A11:01. The binding affinity (normalized) is 0.